Dataset: Reaction yield outcomes from USPTO patents with 853,638 reactions. Task: Predict the reaction yield, written as a fraction of the theoretical maximum amount of product (1.0 means a 100% yield; for example, 0.34 means a 34% yield). The catalyst is C1COCC1. The yield is 0.930. The reactants are CCCC[N+](CCCC)(CCCC)CCCC.[F-].[Si]([O:26][CH2:27][C@H:28]1[O:32][C@@H:31]([N:33]2[CH:61]=[CH:60][C:37]([NH:38][C:39]([C:54]3[CH:59]=[CH:58][CH:57]=[CH:56][CH:55]=3)([C:48]3[CH:53]=[CH:52][CH:51]=[CH:50][CH:49]=3)[C:40]3[CH:45]=[CH:44][C:43]([O:46][CH3:47])=[CH:42][CH:41]=3)=[N:36][C:34]2=[O:35])[C@H:30]([F:62])[C@@H:29]1[O:63][C:64]([C:79]1[CH:84]=[CH:83][CH:82]=[CH:81][CH:80]=1)([C:73]1[CH:78]=[CH:77][CH:76]=[CH:75][CH:74]=1)[C:65]1[CH:70]=[CH:69][C:68]([O:71][CH3:72])=[CH:67][CH:66]=1)(C(C)(C)C)(C)C. The product is [CH3:72][O:71][C:68]1[CH:69]=[CH:70][C:65]([C:64]([O:63][C@@H:29]2[C@@H:28]([CH2:27][OH:26])[O:32][C@@H:31]([N:33]3[CH:61]=[CH:60][C:37]([NH:38][C:39]([C:54]4[CH:55]=[CH:56][CH:57]=[CH:58][CH:59]=4)([C:48]4[CH:49]=[CH:50][CH:51]=[CH:52][CH:53]=4)[C:40]4[CH:45]=[CH:44][C:43]([O:46][CH3:47])=[CH:42][CH:41]=4)=[N:36][C:34]3=[O:35])[C@@H:30]2[F:62])([C:79]2[CH:80]=[CH:81][CH:82]=[CH:83][CH:84]=2)[C:73]2[CH:74]=[CH:75][CH:76]=[CH:77][CH:78]=2)=[CH:66][CH:67]=1.